This data is from Forward reaction prediction with 1.9M reactions from USPTO patents (1976-2016). The task is: Predict the product of the given reaction. (1) Given the reactants C(O[C:5](=[O:7])[CH3:6])(=O)C.[C:8]1([NH2:18])[C:17]2[CH2:16][CH2:15][CH2:14][CH2:13][C:12]=2[CH:11]=[CH:10][CH:9]=1, predict the reaction product. The product is: [C:8]1([NH:18][C:5](=[O:7])[CH3:6])[C:17]2[CH2:16][CH2:15][CH2:14][CH2:13][C:12]=2[CH:11]=[CH:10][CH:9]=1. (2) Given the reactants C1(O[C:8](=[O:27])[NH:9][C:10]2[CH:15]=[C:14]([C:16]([CH3:19])([CH3:18])[CH3:17])[CH:13]=[C:12]([NH:20][S:21]([CH3:24])(=[O:23])=[O:22])[C:11]=2[O:25][CH3:26])C=CC=CC=1.[NH2:28][C:29]1[C:38]2[C:33](=[CH:34][CH:35]=[CH:36][CH:37]=2)[C:32]([O:39][C:40]2[CH:45]=[CH:44][N:43]=[C:42]([NH:46][C:47]3[CH:48]=[C:49]([CH:63]=[C:64]([C:66]#[CH:67])[CH:65]=3)[C:50]([NH:52][CH2:53][CH2:54][O:55][CH2:56][CH2:57][O:58][CH2:59][CH2:60][O:61][CH3:62])=[O:51])[CH:41]=2)=[CH:31][CH:30]=1.CCN(CC)CC, predict the reaction product. The product is: [C:16]([C:14]1[CH:13]=[C:12]([NH:20][S:21]([CH3:24])(=[O:22])=[O:23])[C:11]([O:25][CH3:26])=[C:10]([NH:9][C:8](=[O:27])[NH:28][C:29]2[C:38]3[C:33](=[CH:34][CH:35]=[CH:36][CH:37]=3)[C:32]([O:39][C:40]3[CH:45]=[CH:44][N:43]=[C:42]([NH:46][C:47]4[CH:48]=[C:49]([CH:63]=[C:64]([C:66]#[CH:67])[CH:65]=4)[C:50]([NH:52][CH2:53][CH2:54][O:55][CH2:56][CH2:57][O:58][CH2:59][CH2:60][O:61][CH3:62])=[O:51])[CH:41]=3)=[CH:31][CH:30]=2)[CH:15]=1)([CH3:18])([CH3:19])[CH3:17].